From a dataset of Peptide-MHC class II binding affinity with 134,281 pairs from IEDB. Regression. Given a peptide amino acid sequence and an MHC pseudo amino acid sequence, predict their binding affinity value. This is MHC class II binding data. (1) The MHC is HLA-DPA10201-DPB10101 with pseudo-sequence HLA-DPA10201-DPB10101. The binding affinity (normalized) is 0.889. The peptide sequence is EKKYFAATQFEPLAK. (2) The peptide sequence is EKKEFAATQFEPLAA. The MHC is HLA-DQA10401-DQB10402 with pseudo-sequence HLA-DQA10401-DQB10402. The binding affinity (normalized) is 0.630.